Dataset: Full USPTO retrosynthesis dataset with 1.9M reactions from patents (1976-2016). Task: Predict the reactants needed to synthesize the given product. Given the product [Br:1][C:2]1[CH:3]=[C:4]2[C:9]([NH:15][C@@H:16]3[CH2:20][CH2:19][C@:18]([OH:21])([CH3:22])[C:17]3([CH3:24])[CH3:23])=[C:8]([C:11]([NH2:13])=[O:12])[CH:7]=[N:6][N:5]2[CH:14]=1, predict the reactants needed to synthesize it. The reactants are: [Br:1][C:2]1[CH:3]=[C:4]2[C:9](Cl)=[C:8]([C:11]([NH2:13])=[O:12])[CH:7]=[N:6][N:5]2[CH:14]=1.[NH2:15][C@@H:16]1[CH2:20][CH2:19][C@@:18]([CH3:22])([OH:21])[C:17]1([CH3:24])[CH3:23].CCN(C(C)C)C(C)C.